The task is: Predict which catalyst facilitates the given reaction.. This data is from Catalyst prediction with 721,799 reactions and 888 catalyst types from USPTO. (1) The catalyst class is: 21. Product: [Cl:18][C:19]1[C:24]([O:25][CH3:26])=[CH:23][C:22]([O:27][CH3:28])=[C:21]([Cl:29])[C:20]=1[C:30]1[C:41](=[O:42])[N:40]([CH2:2][CH2:3][N:4]2[CH2:9][CH2:8][CH2:7][C@@H:6]([NH:10][C:11](=[O:17])[O:12][C:13]([CH3:16])([CH3:15])[CH3:14])[CH2:5]2)[C:33]2[N:34]=[C:35]([S:38][CH3:39])[N:36]=[CH:37][C:32]=2[CH:31]=1. Reactant: I[CH2:2][CH2:3][N:4]1[CH2:9][CH2:8][CH2:7][C@@H:6]([NH:10][C:11](=[O:17])[O:12][C:13]([CH3:16])([CH3:15])[CH3:14])[CH2:5]1.[Cl:18][C:19]1[C:24]([O:25][CH3:26])=[CH:23][C:22]([O:27][CH3:28])=[C:21]([Cl:29])[C:20]=1[C:30]1[C:41](=[O:42])[NH:40][C:33]2[N:34]=[C:35]([S:38][CH3:39])[N:36]=[CH:37][C:32]=2[CH:31]=1.C([O-])([O-])=O.[K+].[K+]. (2) Reactant: [C:1]([O:5][C:6]([NH:8][C@H:9]1[CH2:15][CH2:14][CH2:13][CH2:12][N:11](C(OCC2C=CC=CC=2)=O)[CH2:10]1)=[O:7])([CH3:4])([CH3:3])[CH3:2].[H][H]. Product: [NH:11]1[CH2:12][CH2:13][CH2:14][CH2:15][C@H:9]([NH:8][C:6](=[O:7])[O:5][C:1]([CH3:3])([CH3:2])[CH3:4])[CH2:10]1. The catalyst class is: 105.